From a dataset of Forward reaction prediction with 1.9M reactions from USPTO patents (1976-2016). Predict the product of the given reaction. (1) Given the reactants [N:1]1([CH:6]([CH3:19])[CH2:7][N:8]2[C:17]3[C:12](=[CH:13][C:14]([NH2:18])=[CH:15][CH:16]=3)[CH2:11][CH2:10][CH2:9]2)[CH2:5][CH2:4][CH2:3][CH2:2]1.I.[S:21]1[CH:25]=[CH:24][CH:23]=[C:22]1[C:26](SC)=[NH:27].N, predict the reaction product. The product is: [N:1]1([CH:6]([CH3:19])[CH2:7][N:8]2[C:17]3[C:12](=[CH:13][C:14]([NH:18][C:26]([C:22]4[S:21][CH:25]=[CH:24][CH:23]=4)=[NH:27])=[CH:15][CH:16]=3)[CH2:11][CH2:10][CH2:9]2)[CH2:5][CH2:4][CH2:3][CH2:2]1. (2) Given the reactants [Cl:1][C:2]1[CH:3]=[CH:4][C:5]2[N:11]3[C:12]([CH:15]4[CH2:17][CH2:16]4)=[N:13][N:14]=[C:10]3[C@@H:9]([CH2:18][CH2:19][C:20]([NH:22][CH2:23][C:24](=O)[CH2:25][CH2:26][C:27]([O:29][CH3:30])=[O:28])=O)[S:8][C@H:7]([C:32]3[CH:37]=[CH:36][CH:35]=[C:34]([O:38][CH3:39])[C:33]=3[O:40][CH3:41])[C:6]=2[CH:42]=1.COC1C=CC(P2(SP(C3C=CC(OC)=CC=3)(=S)S2)=[S:52])=CC=1, predict the reaction product. The product is: [Cl:1][C:2]1[CH:3]=[CH:4][C:5]2[N:11]3[C:12]([CH:15]4[CH2:16][CH2:17]4)=[N:13][N:14]=[C:10]3[C@@H:9]([CH2:18][CH2:19][C:20]3[S:52][C:24]([CH2:25][CH2:26][C:27]([O:29][CH3:30])=[O:28])=[CH:23][N:22]=3)[S:8][C@H:7]([C:32]3[CH:37]=[CH:36][CH:35]=[C:34]([O:38][CH3:39])[C:33]=3[O:40][CH3:41])[C:6]=2[CH:42]=1. (3) Given the reactants [N:1]([C@@H:4]([CH3:21])[CH2:5][N:6]1[C:20]2[C:13]3[N:14]=[C:15]([C:17]([NH2:19])=[O:18])[O:16][C:12]=3[CH:11]=[CH:10][C:9]=2[CH:8]=[N:7]1)=[N+]=[N-], predict the reaction product. The product is: [NH2:1][C@@H:4]([CH3:21])[CH2:5][N:6]1[C:20]2[C:13]3[N:14]=[C:15]([C:17]([NH2:19])=[O:18])[O:16][C:12]=3[CH:11]=[CH:10][C:9]=2[CH:8]=[N:7]1. (4) The product is: [CH2:10]([N:6]1[CH2:7][CH2:8][CH2:9][CH:5]1[C:3]([NH2:12])=[O:2])[CH3:11]. Given the reactants C[O:2][C:3]([CH:5]1[CH2:9][CH2:8][CH2:7][N:6]1[CH2:10][CH3:11])=O.[NH3:12], predict the reaction product. (5) Given the reactants [CH:1]([C:3]1[CH:8]=[CH:7][C:6]([N:9]2[CH2:14][CH2:13][CH:12]([NH:15][C:16](=[O:23])[C:17]3[CH:22]=[CH:21][CH:20]=[CH:19][CH:18]=3)[CH2:11][CH2:10]2)=[CH:5][CH:4]=1)=O.OS([O-])=O.[Na+].CC1C=CC(S(O)(=O)=O)=CC=1.[NH2:40][C:41]1[CH:49]=[C:48]([O:50][CH3:51])[CH:47]=[C:46]([O:52][CH3:53])[C:42]=1[C:43]([NH2:45])=[O:44], predict the reaction product. The product is: [CH3:53][O:52][C:46]1[CH:47]=[C:48]([O:50][CH3:51])[CH:49]=[C:41]2[C:42]=1[C:43](=[O:44])[NH:45][C:1]([C:3]1[CH:4]=[CH:5][C:6]([N:9]3[CH2:10][CH2:11][CH:12]([NH:15][C:16](=[O:23])[C:17]4[CH:18]=[CH:19][CH:20]=[CH:21][CH:22]=4)[CH2:13][CH2:14]3)=[CH:7][CH:8]=1)=[N:40]2. (6) Given the reactants Cl.Cl.Cl.[O:4]1[C:8]2[CH:9]=[CH:10][CH:11]=[C:12]([N:13]3[CH2:18][CH2:17][N:16]([CH2:19][CH2:20][C@H:21]4[CH2:26][CH2:25][C@H:24]([NH2:27])[CH2:23][CH2:22]4)[CH2:15][CH2:14]3)[C:7]=2[O:6][CH2:5]1.[C:28](O)(=[O:35])[C:29]1[CH:34]=[CH:33][CH:32]=[CH:31][CH:30]=1, predict the reaction product. The product is: [O:4]1[C:8]2[CH:9]=[CH:10][CH:11]=[C:12]([N:13]3[CH2:18][CH2:17][N:16]([CH2:19][CH2:20][C@H:21]4[CH2:26][CH2:25][C@H:24]([NH:27][C:28](=[O:35])[C:29]5[CH:34]=[CH:33][CH:32]=[CH:31][CH:30]=5)[CH2:23][CH2:22]4)[CH2:15][CH2:14]3)[C:7]=2[O:6][CH2:5]1.